Dataset: Forward reaction prediction with 1.9M reactions from USPTO patents (1976-2016). Task: Predict the product of the given reaction. (1) The product is: [ClH:6].[CH3:13][N:14]([CH3:29])[CH:15]1[CH2:20][CH2:19][C:18]([C:21]2[CH:22]=[C:23]([NH:28][C:4](=[O:5])[C:3]3[C:2]([F:1])=[CH:10][C:9]([F:11])=[CH:8][C:7]=3[F:12])[CH:24]=[C:25]([F:27])[CH:26]=2)=[CH:17][CH2:16]1. Given the reactants [F:1][C:2]1[CH:10]=[C:9]([F:11])[CH:8]=[C:7]([F:12])[C:3]=1[C:4]([Cl:6])=[O:5].[CH3:13][N:14]([CH3:29])[CH:15]1[CH2:20][CH2:19][C:18]([C:21]2[CH:22]=[C:23]([NH2:28])[CH:24]=[C:25]([F:27])[CH:26]=2)=[CH:17][CH2:16]1, predict the reaction product. (2) Given the reactants [N:1]([C@@H:4]1[CH2:10][CH2:9][CH2:8][C@H:7]([C:11]2[CH:16]=[CH:15][CH:14]=[CH:13][CH:12]=2)[NH:6][C:5]1=[O:17])=[N+]=[N-].C(N(CC)CC)C.[C:25](O[C:25]([O:27][C:28]([CH3:31])([CH3:30])[CH3:29])=[O:26])([O:27][C:28]([CH3:31])([CH3:30])[CH3:29])=[O:26], predict the reaction product. The product is: [O:17]=[C:5]1[C@H:4]([NH:1][C:25](=[O:26])[O:27][C:28]([CH3:31])([CH3:30])[CH3:29])[CH2:10][CH2:9][CH2:8][C@H:7]([C:11]2[CH:16]=[CH:15][CH:14]=[CH:13][CH:12]=2)[NH:6]1.